From a dataset of Full USPTO retrosynthesis dataset with 1.9M reactions from patents (1976-2016). Predict the reactants needed to synthesize the given product. (1) The reactants are: [OH-].[Na+].C([O:5][C:6](=[O:38])[C:7]1[CH:12]=[CH:11][C:10]([O:13][C:14]2[CH:19]=[CH:18][C:17]([C:20]3[CH:25]=[C:24]([NH:26][C:27]4[N:32]=[C:31]([C:33]([F:36])([F:35])[F:34])[CH:30]=[CH:29][N:28]=4)[CH:23]=[C:22]([CH3:37])[CH:21]=3)=[CH:16][N:15]=2)=[CH:9][CH:8]=1)C.C1COCC1.Cl. Given the product [CH3:37][C:22]1[CH:21]=[C:20]([C:17]2[CH:18]=[CH:19][C:14]([O:13][C:10]3[CH:11]=[CH:12][C:7]([C:6]([OH:38])=[O:5])=[CH:8][CH:9]=3)=[N:15][CH:16]=2)[CH:25]=[C:24]([NH:26][C:27]2[N:32]=[C:31]([C:33]([F:36])([F:34])[F:35])[CH:30]=[CH:29][N:28]=2)[CH:23]=1, predict the reactants needed to synthesize it. (2) Given the product [C:30]([OH:36])(=[O:35])[CH2:31][C:32]([OH:34])=[O:33].[CH3:1][O:2][C:3]1[C:8]([CH3:9])=[C:7]([C:10]2[CH:11]=[CH:12][C:13]3[C:14]4[N:23]([C@H:24]5[CH2:28][CH2:27][O:26][CH2:25]5)[N:22]=[CH:21][C:15]=4[C:16](=[O:20])[NH:17][C:18]=3[CH:19]=2)[C:6]([CH3:29])=[CH:5][N:4]=1, predict the reactants needed to synthesize it. The reactants are: [CH3:1][O:2][C:3]1[C:8]([CH3:9])=[C:7]([C:10]2[CH:11]=[CH:12][C:13]3[C:14]4[N:23]([C@H:24]5[CH2:28][CH2:27][O:26][CH2:25]5)[N:22]=[CH:21][C:15]=4[C:16](=[O:20])[NH:17][C:18]=3[CH:19]=2)[C:6]([CH3:29])=[CH:5][N:4]=1.[C:30]([OH:36])(=[O:35])[CH2:31][C:32]([OH:34])=[O:33]. (3) The reactants are: [N+:1]([C:4]1[CH:5]=[C:6]([NH2:14])[C:7]2[CH2:8][CH2:9][CH2:10][CH2:11][C:12]=2[CH:13]=1)([O-:3])=[O:2].[N:15]([O-])=O.[Na+]. Given the product [N+:1]([C:4]1[CH:13]=[C:12]2[CH2:11][CH2:10][CH2:9][C:8]3=[N:15][NH:14][C:6]([CH:5]=1)=[C:7]23)([O-:3])=[O:2], predict the reactants needed to synthesize it. (4) Given the product [CH3:1][O:2][C:3]([C:5]1[CH:10]=[C:9]([CH2:11][N:30]2[C:29]([C:46](=[O:49])[C:5]3[CH:10]=[C:9]([CH3:11])[CH:8]=[C:19]([C:18]#[N:15])[CH:3]=3)=[C:28]([CH:25]([CH3:26])[CH3:27])[C:33](=[O:34])[NH:32][C:31]2=[O:35])[CH:8]=[CH:7][N:6]=1)=[O:4], predict the reactants needed to synthesize it. The reactants are: [CH3:1][O:2][C:3]([C:5]1[CH:10]=[C:9]([CH2:11]O)[CH:8]=[CH:7][N:6]=1)=[O:4].C([N:15]([CH2:18][CH3:19])CC)C.CS(Cl)(=O)=O.[CH:25]([C:28]1[C:33](=[O:34])[NH:32][C:31](=[O:35])[NH:30][C:29]=1OC1C=C(C=C(C)C=1)C#N)([CH3:27])[CH3:26].[C:46](=[O:49])([O-])[O-].[K+].[K+].[I-].[Li+]. (5) Given the product [NH2:8][C:5]1[C:4]([CH:16]([OH:18])[CH3:17])=[CH:3][C:2]([Cl:1])=[N:7][CH:6]=1, predict the reactants needed to synthesize it. The reactants are: [Cl:1][C:2]1[N:7]=[CH:6][C:5]([NH:8]C(=O)OC(C)(C)C)=[C:4]([CH:16]([OH:18])[CH3:17])[CH:3]=1.C(Cl)Cl.FC(F)(F)C(O)=O. (6) Given the product [Br:1][C:2]1[CH:3]=[N:4][C:5]2[N:6]([N:8]=[C:9]([C:11]([N:22]3[CH2:21][CH2:20][C:19]4[C:24](=[CH:25][C:16]([O:15][CH3:14])=[CH:17][CH:18]=4)[CH:23]3[CH3:26])=[O:13])[CH:10]=2)[CH:7]=1, predict the reactants needed to synthesize it. The reactants are: [Br:1][C:2]1[CH:3]=[N:4][C:5]2[N:6]([N:8]=[C:9]([C:11]([OH:13])=O)[CH:10]=2)[CH:7]=1.[CH3:14][O:15][C:16]1[CH:25]=[C:24]2[C:19]([CH2:20][CH2:21][NH:22][CH:23]2[CH3:26])=[CH:18][CH:17]=1. (7) Given the product [C:1]([C:3]1[CH:4]=[CH:5][C:6]([O:34][CH3:35])=[C:7](/[CH:9]=[CH:10]/[C:11]([NH:13][C@H:14]([CH2:15][C:16](=[O:17])[N:46]([CH2:47][CH2:48][OH:49])[CH3:45])[CH2:19][N:20]2[CH2:21][CH2:22][CH:23]([O:26][C:27]3[CH:28]=[CH:29][C:30]([F:33])=[CH:31][CH:32]=3)[CH2:24][CH2:25]2)=[O:12])[CH:8]=1)#[N:2], predict the reactants needed to synthesize it. The reactants are: [C:1]([C:3]1[CH:4]=[CH:5][C:6]([O:34][CH3:35])=[C:7](/[CH:9]=[CH:10]/[C:11]([NH:13][C@@H:14]([CH2:19][N:20]2[CH2:25][CH2:24][CH:23]([O:26][C:27]3[CH:32]=[CH:31][C:30]([F:33])=[CH:29][CH:28]=3)[CH2:22][CH2:21]2)[CH2:15][C:16](O)=[O:17])=[O:12])[CH:8]=1)#[N:2].C(N(C(C)C)CC)(C)C.[CH3:45][NH:46][CH2:47][CH2:48][OH:49].F[P-](F)(F)(F)(F)F.N1(OC(N(C)C)=[N+](C)C)C2N=CC=CC=2N=N1.C([O-])(O)=O.[Na+].FC1C=CC(OC2CCN(C[C@@H](C(=C)C(N)=O)CC(=O)N(CCO)C)CC2)=CC=1.